This data is from Forward reaction prediction with 1.9M reactions from USPTO patents (1976-2016). The task is: Predict the product of the given reaction. (1) Given the reactants [CH:1]1([C:4](Cl)=O)[CH2:3][CH2:2]1.[F:7][C:8]1[CH:29]=[CH:28][C:11]([CH2:12][N:13]2[CH2:27][CH2:26][N:16]3[C:17]4[N:25]=[CH:24][CH:23]=[CH:22][C:18]=4[NH:19][CH2:20][CH2:21][CH:15]3[CH2:14]2)=[CH:10][CH:9]=1.CN(CC)C.[OH-].[Na+], predict the reaction product. The product is: [CH:1]1([CH2:4][N:19]2[CH2:20][CH2:21][CH:15]3[CH2:14][N:13]([CH2:12][C:11]4[CH:10]=[CH:9][C:8]([F:7])=[CH:29][CH:28]=4)[CH2:27][CH2:26][N:16]3[C:17]3[N:25]=[CH:24][CH:23]=[CH:22][C:18]2=3)[CH2:3][CH2:2]1. (2) Given the reactants [CH2:1]([N:8]1[CH:12]=[C:11]([CH2:13][OH:14])[C:10]([O:15][CH2:16][C:17]2[CH:22]=[CH:21][C:20]([O:23][CH2:24][C:25]3[N:26]=[C:27]([C:31]4[O:32][CH:33]=[CH:34][CH:35]=4)[O:28][C:29]=3[CH3:30])=[C:19]([C:36]3[CH:41]=[CH:40][CH:39]=[CH:38][CH:37]=3)[CH:18]=2)=[N:9]1)[C:2]1[CH:7]=[CH:6][CH:5]=[CH:4][CH:3]=1, predict the reaction product. The product is: [CH2:1]([N:8]1[CH:12]=[C:11]([CH:13]=[O:14])[C:10]([O:15][CH2:16][C:17]2[CH:22]=[CH:21][C:20]([O:23][CH2:24][C:25]3[N:26]=[C:27]([C:31]4[O:32][CH:33]=[CH:34][CH:35]=4)[O:28][C:29]=3[CH3:30])=[C:19]([C:36]3[CH:37]=[CH:38][CH:39]=[CH:40][CH:41]=3)[CH:18]=2)=[N:9]1)[C:2]1[CH:7]=[CH:6][CH:5]=[CH:4][CH:3]=1. (3) Given the reactants [CH3:1][O:2][C:3]1[CH:8]=[CH:7][C:6]([C@@H:9]2[C@@H:14]([O:15][CH2:16][C:17]3[CH:18]=[CH:19][C:20]4[O:25][CH2:24][CH2:23][N:22]([CH2:26][CH2:27][CH2:28][O:29][CH3:30])[C:21]=4[CH:31]=3)[CH2:13][N:12]([S:32]([C:35]3[CH:40]=[CH:39][C:38]([CH3:41])=[CH:37][CH:36]=3)(=[O:34])=[O:33])[C@@H:11]([CH2:42][C:43]([OH:45])=O)[CH2:10]2)=[CH:5][CH:4]=1.Cl.[CH3:47][NH:48][O:49][CH3:50], predict the reaction product. The product is: [CH3:50][O:49][N:48]([CH3:47])[C:43](=[O:45])[CH2:42][C@H:11]1[CH2:10][C@H:9]([C:6]2[CH:7]=[CH:8][C:3]([O:2][CH3:1])=[CH:4][CH:5]=2)[C@@H:14]([O:15][CH2:16][C:17]2[CH:18]=[CH:19][C:20]3[O:25][CH2:24][CH2:23][N:22]([CH2:26][CH2:27][CH2:28][O:29][CH3:30])[C:21]=3[CH:31]=2)[CH2:13][N:12]1[S:32]([C:35]1[CH:36]=[CH:37][C:38]([CH3:41])=[CH:39][CH:40]=1)(=[O:34])=[O:33]. (4) Given the reactants [F:1][C:2]1[CH:3]=[C:4]([C:13]2[C:18]([Cl:19])=[CH:17][CH:16]=[CH:15][C:14]=2[Cl:20])[C:5]2[O:9][CH:8]([CH2:10][NH2:11])[S:7][C:6]=2[CH:12]=1.[CH3:21][C:22]([O:25][C:26](O[C:26]([O:25][C:22]([CH3:24])([CH3:23])[CH3:21])=[O:27])=[O:27])([CH3:24])[CH3:23], predict the reaction product. The product is: [C:22]([O:25][C:26](=[O:27])[NH:11][CH2:10][CH:8]1[S:7][C:6]2[CH:12]=[C:2]([F:1])[CH:3]=[C:4]([C:13]3[C:14]([Cl:20])=[CH:15][CH:16]=[CH:17][C:18]=3[Cl:19])[C:5]=2[O:9]1)([CH3:24])([CH3:23])[CH3:21]. (5) Given the reactants [Cl:1][C:2]1[CH:3]=[CH:4][CH:5]=[C:6]2[C:11]=1[N:10]=[C:9]([CH:12]=[CH2:13])[C:8]([C@@H:14]([N:16]1[C:24](=[O:25])[C:23]3[C:18](=[CH:19][CH:20]=[CH:21][CH:22]=3)[C:17]1=[O:26])[CH3:15])=[CH:7]2.C[N+]1([O-])CC[O:31]CC1.[OH2:35], predict the reaction product. The product is: [Cl:1][C:2]1[CH:3]=[CH:4][CH:5]=[C:6]2[C:11]=1[N:10]=[C:9]([CH:12]([OH:31])[CH2:13][OH:35])[C:8]([C@@H:14]([N:16]1[C:24](=[O:25])[C:23]3[C:18](=[CH:19][CH:20]=[CH:21][CH:22]=3)[C:17]1=[O:26])[CH3:15])=[CH:7]2. (6) Given the reactants [Cl:1][C:2]1[NH:3][CH:4]=[C:5]2[C:10]=1[C:9](=[O:11])[N:8]([CH3:12])[C:7](=[O:13])[N:6]2[CH2:14][CH:15]([CH3:17])[CH3:16].Cl[CH2:19][C:20]1[CH:25]=[CH:24][C:23]([C:26]2[CH:31]=[CH:30][CH:29]=[CH:28][N:27]=2)=[CH:22][CH:21]=1.C(=O)([O-])[O-].[Cs+].[Cs+], predict the reaction product. The product is: [Cl:1][C:2]1[N:3]([CH2:19][C:20]2[CH:21]=[CH:22][C:23]([C:26]3[CH:31]=[CH:30][CH:29]=[CH:28][N:27]=3)=[CH:24][CH:25]=2)[CH:4]=[C:5]2[C:10]=1[C:9](=[O:11])[N:8]([CH3:12])[C:7](=[O:13])[N:6]2[CH2:14][CH:15]([CH3:17])[CH3:16]. (7) Given the reactants CO[C:3]([C@H:5]1[CH2:9][C@@H:8]([NH:10][C:11](OC(C)(C)C)=O)[C@H:7]([OH:18])[C@@H:6]1[OH:19])=[O:4].[BH4-].[Li+].Cl.[N+:23]([C:26]1[CH:31]=[C:30]([N+:32]([O-:34])=[O:33])C=[CH:28][C:27]=1F)([O-:25])=[O:24].C(=O)([O-])O.[Na+], predict the reaction product. The product is: [N+:32]([C:30]1[CH:31]=[C:26]([N+:23]([O-:25])=[O:24])[CH:27]=[CH:28][C:11]=1[NH:10][C@@H:8]1[CH2:9][C@H:5]([CH2:3][OH:4])[C@@H:6]([OH:19])[C@H:7]1[OH:18])([O-:34])=[O:33].